Dataset: Peptide-MHC class II binding affinity with 134,281 pairs from IEDB. Task: Regression. Given a peptide amino acid sequence and an MHC pseudo amino acid sequence, predict their binding affinity value. This is MHC class II binding data. (1) The peptide sequence is TSKLDAAYKLAYKTAEGATP. The MHC is HLA-DPA10103-DPB10401 with pseudo-sequence HLA-DPA10103-DPB10401. The binding affinity (normalized) is 0.233. (2) The peptide sequence is VLSYVIGLLPQDMVI. The MHC is DRB1_0101 with pseudo-sequence DRB1_0101. The binding affinity (normalized) is 1.00. (3) The peptide sequence is VEFVTNMGIIIPDFA. The MHC is DRB5_0101 with pseudo-sequence DRB5_0101. The binding affinity (normalized) is 0.156. (4) The peptide sequence is KIIGGIGGFVKVRQYDQIPI. The MHC is DRB5_0101 with pseudo-sequence DRB5_0101. The binding affinity (normalized) is 0.461.